From a dataset of Full USPTO retrosynthesis dataset with 1.9M reactions from patents (1976-2016). Predict the reactants needed to synthesize the given product. (1) Given the product [F:1][C:2]1[CH:21]=[CH:20][C:5]([CH2:6][O:7][CH2:8][CH2:9][CH2:10][CH2:11][C@@H:12]([NH2:17])[C:13]([O:15][CH3:16])=[O:14])=[CH:4][C:3]=1[CH3:22], predict the reactants needed to synthesize it. The reactants are: [F:1][C:2]1[CH:21]=[CH:20][C:5]([CH2:6][O:7][CH2:8][CH2:9][CH2:10][CH2:11][C@@H:12]([N:17]=[N+]=[N-])[C:13]([O:15][CH3:16])=[O:14])=[CH:4][C:3]=1[CH3:22]. (2) Given the product [CH3:22][C:23]1[C:24]([C:34]([N:1]2[CH2:2][CH2:3][C:4]3([O:11][C:10]4[C:12]5[C:17]([C:18](=[O:21])[C:19](=[O:20])[C:9]=4[S:8][CH2:7]3)=[CH:16][CH:15]=[CH:14][CH:13]=5)[CH2:5][CH2:6]2)=[O:35])=[N:25][N:26]([C:28]2[CH:33]=[CH:32][CH:31]=[CH:30][CH:29]=2)[N:27]=1, predict the reactants needed to synthesize it. The reactants are: [NH:1]1[CH2:6][CH2:5][C:4]2([O:11][C:10]3[C:12]4[C:17]([C:18](=[O:21])[C:19](=[O:20])[C:9]=3[S:8][CH2:7]2)=[CH:16][CH:15]=[CH:14][CH:13]=4)[CH2:3][CH2:2]1.[CH3:22][C:23]1[C:24]([C:34](Cl)=[O:35])=[N:25][N:26]([C:28]2[CH:33]=[CH:32][CH:31]=[CH:30][CH:29]=2)[N:27]=1.